Dataset: Reaction yield outcomes from USPTO patents with 853,638 reactions. Task: Predict the reaction yield, written as a fraction of the theoretical maximum amount of product (1.0 means a 100% yield; for example, 0.34 means a 34% yield). (1) The reactants are [C:1]([O-:6])(=[O:5])[CH:2]([CH3:4])[CH3:3].C[N+](C)(C)C.C(O)(=O)C(C)C.[C:18](=[O:28])([S:26][CH3:27])[O:19][O:20][CH:21](Cl)[CH:22]([CH3:24])[CH3:23]. The catalyst is CCOC(C)=O. The product is [C:18](=[O:28])([S:26][CH3:27])[O:19][O:20][CH:21]([O:6][C:1](=[O:5])[CH:2]([CH3:4])[CH3:3])[CH:22]([CH3:24])[CH3:23]. The yield is 0.650. (2) The catalyst is O. The product is [F:1][C:2]1[CH:3]=[C:4]([CH2:26][CH2:27][C:28]([OH:30])=[O:29])[CH:5]=[C:6]([F:25])[C:7]=1[O:8][CH2:9][C:10]1[N:11]([C:19]2[CH:24]=[CH:23][CH:22]=[CH:21][CH:20]=2)[CH:12]=[CH:13][C:14]=1[C:15]([F:18])([F:16])[F:17]. The reactants are [F:1][C:2]1[CH:3]=[C:4]([CH2:26][CH2:27][C:28]([O:30]CC)=[O:29])[CH:5]=[C:6]([F:25])[C:7]=1[O:8][CH2:9][C:10]1[N:11]([C:19]2[CH:24]=[CH:23][CH:22]=[CH:21][CH:20]=2)[CH:12]=[CH:13][C:14]=1[C:15]([F:18])([F:17])[F:16].O1CCCC1.[Li+].[OH-]. The yield is 0.230. (3) The reactants are [NH2:1][C:2]1[CH:7]=[C:6](Cl)[N:5]=[C:4]([C:9]2[CH2:10][CH2:11][N:12]([C:15]([O:17][C:18]([CH3:21])([CH3:20])[CH3:19])=[O:16])[CH2:13][CH:14]=2)[CH:3]=1. The catalyst is CO.C1C=CC(P(C2C=CC=CC=2)[C-]2C=CC=C2)=CC=1.C1C=CC(P(C2C=CC=CC=2)[C-]2C=CC=C2)=CC=1.Cl[Pd]Cl.[Fe+2]. The product is [NH2:1][C:2]1[CH:7]=[C:6]([C:15]([O:17][CH3:18])=[O:16])[N:5]=[C:4]([C:9]2[CH2:10][CH2:11][N:12]([C:15]([O:17][C:18]([CH3:21])([CH3:20])[CH3:19])=[O:16])[CH2:13][CH:14]=2)[CH:3]=1. The yield is 0.390. (4) The reactants are [Cl:1][C:2]1[C:3]2[N:4]([CH:9]=[C:10]([C:12]([OH:14])=O)[N:11]=2)[CH:5]=[C:6]([I:8])[CH:7]=1.[Cl:15][C:16]1[C:17]([C:32](=[N:34]O)[NH2:33])=[CH:18][C:19]([F:31])=[C:20]([CH2:22][CH2:23][C:24]([O:26][C:27]([CH3:30])([CH3:29])[CH3:28])=[O:25])[CH:21]=1.CCN=C=NCCCN(C)C.Cl.O. The catalyst is CN(C)C(=O)C. The product is [Cl:15][C:16]1[C:17]([C:32]2[N:34]=[C:12]([C:10]3[N:11]=[C:3]4[C:2]([Cl:1])=[CH:7][C:6]([I:8])=[CH:5][N:4]4[CH:9]=3)[O:14][N:33]=2)=[CH:18][C:19]([F:31])=[C:20]([CH2:22][CH2:23][C:24]([O:26][C:27]([CH3:28])([CH3:29])[CH3:30])=[O:25])[CH:21]=1. The yield is 0.260. (5) The reactants are [Br:1][C:2]1[CH:7]=[CH:6][C:5]([C:8](=O)[CH2:9][CH2:10][C:11]([O:13][CH3:14])=[O:12])=[CH:4][CH:3]=1.[NH2:16][OH:17].Cl.CC(O[Na])=O.C([O-])(O)=O.[Na+]. The catalyst is CO.O. The product is [Br:1][C:2]1[CH:7]=[CH:6][C:5]([C:8](=[N:16][OH:17])[CH2:9][CH2:10][C:11]([O:13][CH3:14])=[O:12])=[CH:4][CH:3]=1. The yield is 0.620. (6) The reactants are CON(C)[C:4]([CH2:6][C@@H:7]1[CH2:11][C:10]([F:13])([F:12])[CH2:9][N:8]1[C:14]([O:16][C:17]([CH3:20])([CH3:19])[CH3:18])=[O:15])=[O:5].[CH3:22][C:23]([CH3:27])=[CH:24][Mg]Br. The catalyst is C1COCC1. The product is [F:13][C:10]1([F:12])[CH2:9][N:8]([C:14]([O:16][C:17]([CH3:18])([CH3:19])[CH3:20])=[O:15])[C@H:7]([CH2:6][C:4](=[O:5])[CH:22]=[C:23]([CH3:27])[CH3:24])[CH2:11]1. The yield is 0.795.